Dataset: Catalyst prediction with 721,799 reactions and 888 catalyst types from USPTO. Task: Predict which catalyst facilitates the given reaction. (1) Reactant: [CH:1]1([N:4]([CH2:27][C:28]2[CH:33]=[C:32]([CH2:34][CH2:35][CH2:36][O:37][CH3:38])[CH:31]=[C:30]([O:39][CH2:40][CH2:41][O:42][CH3:43])[CH:29]=2)[C:5]([C@@H:7]2[C@@:12]([OH:19])([C:13]3[CH:18]=[CH:17][CH:16]=[CH:15][CH:14]=3)[CH2:11][CH2:10][N:9](C(OC(C)(C)C)=O)[CH2:8]2)=[O:6])[CH2:3][CH2:2]1.Cl. Product: [CH:1]1([N:4]([CH2:27][C:28]2[CH:33]=[C:32]([CH2:34][CH2:35][CH2:36][O:37][CH3:38])[CH:31]=[C:30]([O:39][CH2:40][CH2:41][O:42][CH3:43])[CH:29]=2)[C:5]([CH:7]2[C:12]([OH:19])([C:13]3[CH:18]=[CH:17][CH:16]=[CH:15][CH:14]=3)[CH2:11][CH2:10][NH:9][CH2:8]2)=[O:6])[CH2:3][CH2:2]1. The catalyst class is: 2. (2) Product: [Br:1][C:2]1[S:6][CH:5]=[C:4]([C:7]([N:15]2[CH2:16][CH2:17][CH2:18][C:12]([CH3:19])([CH3:11])[CH2:13][CH2:14]2)=[O:9])[CH:3]=1. Reactant: [Br:1][C:2]1[S:6][CH:5]=[C:4]([C:7]([OH:9])=O)[CH:3]=1.Cl.[CH3:11][C:12]1([CH3:19])[CH2:18][CH2:17][CH2:16][NH:15][CH2:14][CH2:13]1.C(N(CC)CC)C.CN(C(ON1N=NC2C=CC=NC1=2)=[N+](C)C)C.F[P-](F)(F)(F)(F)F. The catalyst class is: 47.